Dataset: Catalyst prediction with 721,799 reactions and 888 catalyst types from USPTO. Task: Predict which catalyst facilitates the given reaction. (1) Reactant: [F:1][C:2]1[C:3]([CH3:19])=[C:4]([C:14]([O:17]C)=[CH:15][CH:16]=1)[C:5]([O:7][C:8]1[CH:13]=[CH:12][CH:11]=[CH:10][CH:9]=1)=[O:6].B(Br)(Br)Br.C([O-])(O)=O.[Na+]. Product: [F:1][C:2]1[C:3]([CH3:19])=[C:4]([C:14]([OH:17])=[CH:15][CH:16]=1)[C:5]([O:7][C:8]1[CH:13]=[CH:12][CH:11]=[CH:10][CH:9]=1)=[O:6]. The catalyst class is: 2. (2) Reactant: [NH2:1][C:2]1[CH:3]=[CH:4][C:5]([Br:12])=[C:6]([CH:11]=1)[C:7]([O:9][CH3:10])=[O:8].C(N(CC)CC)C.[C:20](Cl)(=[O:22])[CH3:21]. Product: [C:20]([NH:1][C:2]1[CH:3]=[CH:4][C:5]([Br:12])=[C:6]([CH:11]=1)[C:7]([O:9][CH3:10])=[O:8])(=[O:22])[CH3:21]. The catalyst class is: 4. (3) Reactant: Cl[C:2]1[N:6]([CH3:7])[C:5]2[C:8]([C:12]3[CH:17]=[CH:16][CH:15]=[CH:14][C:13]=3[CH2:18][CH3:19])=[CH:9][CH:10]=[CH:11][C:4]=2[N:3]=1.[Br:20][C:21]1[CH:27]=[C:26]([CH3:28])[C:24]([NH2:25])=[C:23]([O:29][CH3:30])[CH:22]=1.C(=O)([O-])O.[Na+]. Product: [Br:20][C:21]1[CH:27]=[C:26]([CH3:28])[C:24]([NH:25][C:2]2[N:6]([CH3:7])[C:5]3[C:8]([C:12]4[CH:17]=[CH:16][CH:15]=[CH:14][C:13]=4[CH2:18][CH3:19])=[CH:9][CH:10]=[CH:11][C:4]=3[N:3]=2)=[C:23]([O:29][CH3:30])[CH:22]=1. The catalyst class is: 13. (4) Reactant: [NH2:1][C:2]1[N:7]=[C:6](Cl)[C:5]([CH2:9][C:10]([O:12]CC)=O)=[C:4]([C:15]([F:18])([F:17])[F:16])[N:3]=1.[CH3:19][O:20][C:21]1[C:26]([CH3:27])=[CH:25][N:24]=[C:23]([CH2:28][NH2:29])[C:22]=1[CH3:30].CCN(C(C)C)C(C)C. Product: [NH2:1][C:2]1[N:3]=[C:4]([C:15]([F:16])([F:17])[F:18])[C:5]2[CH2:9][C:10](=[O:12])[N:29]([CH2:28][C:23]3[C:22]([CH3:30])=[C:21]([O:20][CH3:19])[C:26]([CH3:27])=[CH:25][N:24]=3)[C:6]=2[N:7]=1. The catalyst class is: 218. (5) Reactant: [F:1][C:2]1[C:10]([F:11])=[CH:9][C:5]([C:6]([OH:8])=O)=[C:4]([NH:12][CH2:13][CH:14]([CH3:16])[CH3:15])[CH:3]=1.CCN=C=NCCCN(C)C.C1C=CC2N(O)N=NC=2C=1.CCN(C(C)C)C(C)C.Cl.[CH3:48][C:49]([NH2:55])([CH:52]([CH3:54])[CH3:53])[C:50]#[CH:51]. Product: [CH3:48][C:49]([NH:55][C:6](=[O:8])[C:5]1[CH:9]=[C:10]([F:11])[C:2]([F:1])=[CH:3][C:4]=1[NH:12][CH2:13][CH:14]([CH3:16])[CH3:15])([CH:52]([CH3:54])[CH3:53])[C:50]#[CH:51]. The catalyst class is: 2. (6) Reactant: Br[CH2:2][C:3]1[CH:8]=[CH:7][CH:6]=[CH:5][CH:4]=1.[NH:9]1[CH:13]=[C:12]([C:14]([O:16][CH2:17][CH3:18])=[O:15])[CH:11]=[N:10]1.C([O-])([O-])=O.[K+].[K+]. Product: [CH2:2]([N:9]1[CH:13]=[C:12]([C:14]([O:16][CH2:17][CH3:18])=[O:15])[CH:11]=[N:10]1)[C:3]1[CH:8]=[CH:7][CH:6]=[CH:5][CH:4]=1. The catalyst class is: 21. (7) Reactant: Br[C:2]1[CH:7]=[CH:6][CH:5]=[CH:4][N:3]=1.C([Li])CCC.[CH2:13]([N:20]([CH2:31][C:32]1[CH:37]=[CH:36][CH:35]=[CH:34][CH:33]=1)[C@@H:21]([CH2:24][C:25]1[CH:30]=[CH:29][CH:28]=[CH:27][CH:26]=1)[CH:22]=[O:23])[C:14]1[CH:19]=[CH:18][CH:17]=[CH:16][CH:15]=1. Product: [CH2:31]([N:20]([CH2:13][C:14]1[CH:15]=[CH:16][CH:17]=[CH:18][CH:19]=1)[C@@H:21]([CH2:24][C:25]1[CH:26]=[CH:27][CH:28]=[CH:29][CH:30]=1)[C@@H:22]([C:2]1[CH:7]=[CH:6][CH:5]=[CH:4][N:3]=1)[OH:23])[C:32]1[CH:33]=[CH:34][CH:35]=[CH:36][CH:37]=1. The catalyst class is: 1.